This data is from Full USPTO retrosynthesis dataset with 1.9M reactions from patents (1976-2016). The task is: Predict the reactants needed to synthesize the given product. Given the product [F:1][C:2]([F:26])([F:25])[CH2:3][NH:4][C:5]([C:7]1([CH2:20][CH2:21][CH2:22][CH2:23][N:33]2[C@H:32]([CH3:34])[CH2:31][N:30]([C:35]3[N:44]=[CH:43][C:42]4[C:37](=[CH:38][CH:39]=[CH:40][CH:41]=4)[N:36]=3)[CH2:29][C@@H:28]2[CH3:27])[C:19]2[CH:18]=[CH:17][CH:16]=[CH:15][C:14]=2[C:13]2[C:8]1=[CH:9][CH:10]=[CH:11][CH:12]=2)=[O:6], predict the reactants needed to synthesize it. The reactants are: [F:1][C:2]([F:26])([F:25])[CH2:3][NH:4][C:5]([C:7]1([CH2:20][CH2:21][CH2:22][CH2:23]Br)[C:19]2[CH:18]=[CH:17][CH:16]=[CH:15][C:14]=2[C:13]2[C:8]1=[CH:9][CH:10]=[CH:11][CH:12]=2)=[O:6].[CH3:27][C@H:28]1[NH:33][C@@H:32]([CH3:34])[CH2:31][N:30]([C:35]2[N:44]=[CH:43][C:42]3[C:37](=[CH:38][CH:39]=[CH:40][CH:41]=3)[N:36]=2)[CH2:29]1.